Dataset: Tyrosyl-DNA phosphodiesterase HTS with 341,365 compounds. Task: Binary Classification. Given a drug SMILES string, predict its activity (active/inactive) in a high-throughput screening assay against a specified biological target. The molecule is Clc1cc(C(=O)NCC(OCC(=O)NCC)=O)cc([N+]([O-])=O)c1. The result is 0 (inactive).